From a dataset of Catalyst prediction with 721,799 reactions and 888 catalyst types from USPTO. Predict which catalyst facilitates the given reaction. (1) Reactant: [I:1][C:2](=[CH2:5])[CH2:3][OH:4].N1C=CN=C1.[Si:11](Cl)([C:14]([CH3:17])([CH3:16])[CH3:15])([CH3:13])[CH3:12]. Product: [C:14]([Si:11]([O:4][CH2:3][C:2]([I:1])=[CH2:5])([CH3:13])[CH3:12])([CH3:17])([CH3:16])[CH3:15]. The catalyst class is: 4. (2) Reactant: [CH2:1]([N:3]([CH2:23][CH3:24])[CH2:4][CH:5]([C:7]1[CH:8]=[C:9]([CH:13]=[C:14]([C:16]2[CH:21]=[CH:20][C:19]([CH3:22])=[CH:18][N:17]=2)[CH:15]=1)[C:10]([OH:12])=O)[OH:6])[CH3:2].Cl.Cl.[CH3:27][C:28]1[N:33]=[CH:32][C:31]([C@H:34]([NH2:36])[CH3:35])=[CH:30][CH:29]=1.F[P-](F)(F)(F)(F)F.C[N+](C)=C(N(C)C)ON1C2N=CC=CC=2N=N1.C(N(CC)C(C)C)(C)C. Product: [CH2:1]([N:3]([CH2:23][CH3:24])[CH2:4][CH:5]([C:7]1[CH:8]=[C:9]([CH:13]=[C:14]([C:16]2[CH:21]=[CH:20][C:19]([CH3:22])=[CH:18][N:17]=2)[CH:15]=1)[C:10]([NH:36][C@@H:34]([C:31]1[CH:32]=[N:33][C:28]([CH3:27])=[CH:29][CH:30]=1)[CH3:35])=[O:12])[OH:6])[CH3:2]. The catalyst class is: 9. (3) Reactant: O[C:2]1[CH:3]=[CH:4][N:5]=[C:6]2[C:11]=1[N:10]([CH3:12])[C:9](=[O:13])[CH:8]=[CH:7]2.P(Br)(Br)[Br:15]. Product: [Br:15][C:2]1[CH:3]=[CH:4][N:5]=[C:6]2[C:11]=1[N:10]([CH3:12])[C:9](=[O:13])[CH:8]=[CH:7]2. The catalyst class is: 9. (4) Product: [F:42][C:40]1[CH:41]=[C:36]([CH:37]=[C:38]([F:43])[CH:39]=1)[CH2:35][C@H:5]([NH:4][C:1](=[O:3])[CH3:2])[C@H:6]([OH:34])[CH2:7][NH:8][CH:9]1[C:18]2[C:13](=[CH:14][CH:15]=[C:16]([CH2:19][C:20]([CH3:23])([CH3:22])[CH3:21])[CH:17]=2)[NH:12][CH2:11][CH2:10]1. The catalyst class is: 50. Reactant: [C:1]([NH:4][C@@H:5]([CH2:35][C:36]1[CH:41]=[C:40]([F:42])[CH:39]=[C:38]([F:43])[CH:37]=1)[C@H:6]([OH:34])[CH2:7][NH:8][CH:9]1[C:18]2[C:13](=[CH:14][CH:15]=[C:16]([CH2:19][C:20]([CH3:23])([CH3:22])[CH3:21])[CH:17]=2)[N:12](C(OCC2C=CC=CC=2)=O)[CH2:11][CH2:10]1)(=[O:3])[CH3:2].Cl. (5) Reactant: [F:1][CH:2]([F:31])[O:3][CH2:4][C@@H:5]([O:7][C:8]1[CH:9]=[C:10]([CH:20]=[C:21]([O:23]CC2C=CC=CC=2)[CH:22]=1)[C:11]([NH:13][C:14]1[CH:18]=[CH:17][N:16]([CH3:19])[N:15]=1)=[O:12])[CH3:6]. Product: [F:31][CH:2]([F:1])[O:3][CH2:4][C@@H:5]([O:7][C:8]1[CH:9]=[C:10]([CH:20]=[C:21]([OH:23])[CH:22]=1)[C:11]([NH:13][C:14]1[CH:18]=[CH:17][N:16]([CH3:19])[N:15]=1)=[O:12])[CH3:6]. The catalyst class is: 8. (6) Reactant: [C:1]([O:5][C:6](=[O:28])[NH:7][CH:8]([CH3:27])[C:9]([NH:11][C:12]1[CH:17]=[CH:16][C:15](Br)=[C:14]([C:19]#[C:20][C:21]2[CH:26]=[CH:25][CH:24]=[CH:23][CH:22]=2)[N:13]=1)=[O:10])([CH3:4])([CH3:3])[CH3:2].Br[Zn][CH:31]1[CH2:35][CH2:34][CH2:33][CH2:32]1. Product: [C:1]([O:5][C:6](=[O:28])[NH:7][CH:8]([CH3:27])[C:9]([NH:11][C:12]1[CH:17]=[CH:16][C:15]([CH:31]2[CH2:35][CH2:34][CH2:33][CH2:32]2)=[C:14]([C:19]#[C:20][C:21]2[CH:26]=[CH:25][CH:24]=[CH:23][CH:22]=2)[N:13]=1)=[O:10])([CH3:4])([CH3:3])[CH3:2]. The catalyst class is: 164. (7) Reactant: [NH2:1][CH2:2][CH2:3][CH2:4][CH2:5][NH:6][C:7]1[C:16]2[C:11](=[CH:12][CH:13]=[CH:14][CH:15]=2)[N:10]=[CH:9][C:8]=1[C:17]([O:19][CH2:20][CH3:21])=[O:18].[C:22](O[C:22]([O:24][C:25]([CH3:28])([CH3:27])[CH3:26])=[O:23])([O:24][C:25]([CH3:28])([CH3:27])[CH3:26])=[O:23]. Product: [CH2:20]([O:19][C:17]([C:8]1[CH:9]=[N:10][C:11]2[C:16]([C:7]=1[NH:6][CH2:5][CH2:4][CH2:3][CH2:2][NH:1][C:22](=[O:23])[O:24][C:25]([CH3:28])([CH3:27])[CH3:26])=[CH:15][CH:14]=[CH:13][CH:12]=2)=[O:18])[CH3:21]. The catalyst class is: 2. (8) Reactant: [C:1]([O:5][C:6]([N:8]1[CH2:13][CH2:12][CH2:11][C:10]([CH2:15][OH:16])([CH3:14])[CH2:9]1)=[O:7])([CH3:4])([CH3:3])[CH3:2].I[CH3:18].[H-].[Na+].OS([O-])(=O)=O.[K+]. Product: [C:1]([O:5][C:6]([N:8]1[CH2:13][CH2:12][CH2:11][C:10]([CH2:15][O:16][CH3:18])([CH3:14])[CH2:9]1)=[O:7])([CH3:4])([CH3:3])[CH3:2]. The catalyst class is: 3.